This data is from NCI-60 drug combinations with 297,098 pairs across 59 cell lines. The task is: Regression. Given two drug SMILES strings and cell line genomic features, predict the synergy score measuring deviation from expected non-interaction effect. (1) Drug 1: C1=CC(=CC=C1CCC2=CNC3=C2C(=O)NC(=N3)N)C(=O)NC(CCC(=O)O)C(=O)O. Drug 2: C1=NC2=C(N=C(N=C2N1C3C(C(C(O3)CO)O)O)F)N. Cell line: SNB-19. Synergy scores: CSS=27.9, Synergy_ZIP=-5.72, Synergy_Bliss=-6.38, Synergy_Loewe=-8.47, Synergy_HSA=-3.51. (2) Drug 1: CC=C1C(=O)NC(C(=O)OC2CC(=O)NC(C(=O)NC(CSSCCC=C2)C(=O)N1)C(C)C)C(C)C. Drug 2: C(CC(=O)O)C(=O)CN.Cl. Cell line: TK-10. Synergy scores: CSS=19.9, Synergy_ZIP=-3.40, Synergy_Bliss=-4.62, Synergy_Loewe=-15.3, Synergy_HSA=-2.49. (3) Drug 1: CC1C(C(CC(O1)OC2CC(CC3=C2C(=C4C(=C3O)C(=O)C5=C(C4=O)C(=CC=C5)OC)O)(C(=O)CO)O)N)O.Cl. Drug 2: C1CN(P(=O)(OC1)NCCCl)CCCl. Cell line: HOP-62. Synergy scores: CSS=2.34, Synergy_ZIP=5.07, Synergy_Bliss=0.910, Synergy_Loewe=5.13, Synergy_HSA=-2.95. (4) Drug 1: C1CC(=O)NC(=O)C1N2CC3=C(C2=O)C=CC=C3N. Drug 2: CC(C)(C#N)C1=CC(=CC(=C1)CN2C=NC=N2)C(C)(C)C#N. Cell line: SK-MEL-2. Synergy scores: CSS=-3.63, Synergy_ZIP=-1.96, Synergy_Bliss=-9.23, Synergy_Loewe=-7.37, Synergy_HSA=-8.05. (5) Drug 1: COC1=C2C(=CC3=C1OC=C3)C=CC(=O)O2. Drug 2: COCCOC1=C(C=C2C(=C1)C(=NC=N2)NC3=CC=CC(=C3)C#C)OCCOC.Cl. Cell line: RXF 393. Synergy scores: CSS=-8.48, Synergy_ZIP=5.29, Synergy_Bliss=0.943, Synergy_Loewe=-11.0, Synergy_HSA=-9.91. (6) Drug 1: CC1=C(C=C(C=C1)NC2=NC=CC(=N2)N(C)C3=CC4=NN(C(=C4C=C3)C)C)S(=O)(=O)N.Cl. Drug 2: CC1C(C(CC(O1)OC2CC(OC(C2O)C)OC3=CC4=CC5=C(C(=O)C(C(C5)C(C(=O)C(C(C)O)O)OC)OC6CC(C(C(O6)C)O)OC7CC(C(C(O7)C)O)OC8CC(C(C(O8)C)O)(C)O)C(=C4C(=C3C)O)O)O)O. Cell line: MCF7. Synergy scores: CSS=6.20, Synergy_ZIP=24.3, Synergy_Bliss=21.1, Synergy_Loewe=17.9, Synergy_HSA=18.2. (7) Drug 1: C1=NC2=C(N1)C(=S)N=CN2. Drug 2: CC1CCCC2(C(O2)CC(NC(=O)CC(C(C(=O)C(C1O)C)(C)C)O)C(=CC3=CSC(=N3)C)C)C. Cell line: OVCAR3. Synergy scores: CSS=32.2, Synergy_ZIP=-1.38, Synergy_Bliss=-6.66, Synergy_Loewe=-25.3, Synergy_HSA=-5.62. (8) Drug 1: C1=CC(=CC=C1C#N)C(C2=CC=C(C=C2)C#N)N3C=NC=N3. Drug 2: CS(=O)(=O)CCNCC1=CC=C(O1)C2=CC3=C(C=C2)N=CN=C3NC4=CC(=C(C=C4)OCC5=CC(=CC=C5)F)Cl. Cell line: KM12. Synergy scores: CSS=-1.91, Synergy_ZIP=1.84, Synergy_Bliss=4.46, Synergy_Loewe=-0.597, Synergy_HSA=0.0317. (9) Drug 1: CN(CC1=CN=C2C(=N1)C(=NC(=N2)N)N)C3=CC=C(C=C3)C(=O)NC(CCC(=O)O)C(=O)O. Drug 2: CCC1(C2=C(COC1=O)C(=O)N3CC4=CC5=C(C=CC(=C5CN(C)C)O)N=C4C3=C2)O.Cl. Cell line: LOX IMVI. Synergy scores: CSS=58.8, Synergy_ZIP=-4.74, Synergy_Bliss=-7.30, Synergy_Loewe=-6.49, Synergy_HSA=-3.59. (10) Drug 1: C1CC(=O)NC(=O)C1N2CC3=C(C2=O)C=CC=C3N. Drug 2: C1CN1P(=S)(N2CC2)N3CC3. Cell line: PC-3. Synergy scores: CSS=15.7, Synergy_ZIP=-1.50, Synergy_Bliss=-0.0382, Synergy_Loewe=2.00, Synergy_HSA=2.99.